From a dataset of Reaction yield outcomes from USPTO patents with 853,638 reactions. Predict the reaction yield, written as a fraction of the theoretical maximum amount of product (1.0 means a 100% yield; for example, 0.34 means a 34% yield). (1) The reactants are C[O:2][C:3]1[CH:4]=[C:5]2[C:9](=[CH:10][C:11]=1[C:12]([F:15])([F:14])[F:13])[N:8]([CH3:16])[CH:7]=[C:6]2[CH3:17].B(Br)(Br)Br. The catalyst is C(Cl)Cl. The product is [CH3:16][N:8]1[C:9]2[C:5](=[CH:4][C:3]([OH:2])=[C:11]([C:12]([F:13])([F:14])[F:15])[CH:10]=2)[C:6]([CH3:17])=[CH:7]1. The yield is 0.750. (2) The yield is 0.386. The product is [S:1]1[C:5]([C:14]2[CH:15]=[N:16][CH:17]=[C:18]([Cl:20])[CH:19]=2)=[CH:4][C:3]2[CH:9]=[CH:10][CH:11]=[CH:12][C:2]1=2. The catalyst is O1CCOCC1.C1C=CC(P(C2C=CC=CC=2)[C-]2C=CC=C2)=CC=1.C1C=CC(P(C2C=CC=CC=2)[C-]2C=CC=C2)=CC=1.Cl[Pd]Cl.[Fe+2]. The reactants are [S:1]1[C:5](B(O)O)=[CH:4][C:3]2[CH:9]=[CH:10][CH:11]=[CH:12][C:2]1=2.Br[C:14]1[CH:15]=[N:16][CH:17]=[C:18]([Cl:20])[CH:19]=1. (3) The catalyst is CN(C=O)C. The reactants are [I:1][C:2]1[N:3]=[CH:4][NH:5][CH:6]=1.C(N(CC)CC)C.[C:14](Cl)([C:27]1[CH:32]=[CH:31][CH:30]=[CH:29][CH:28]=1)([C:21]1[CH:26]=[CH:25][CH:24]=[CH:23][CH:22]=1)[C:15]1[CH:20]=[CH:19][CH:18]=[CH:17][CH:16]=1.O. The yield is 0.920. The product is [I:1][C:2]1[N:3]=[CH:4][N:5]([C:14]([C:15]2[CH:20]=[CH:19][CH:18]=[CH:17][CH:16]=2)([C:27]2[CH:28]=[CH:29][CH:30]=[CH:31][CH:32]=2)[C:21]2[CH:22]=[CH:23][CH:24]=[CH:25][CH:26]=2)[CH:6]=1. (4) The reactants are I[C:2]1[C:3]2[C:10]([CH3:11])=[CH:9][S:8][C:4]=2[N:5]=[CH:6][N:7]=1.[Cl:12][C:13]1[CH:18]=[CH:17][C:16]([CH:19]([OH:22])[C:20]#[CH:21])=[CH:15][CH:14]=1. The catalyst is Cl[Pd](Cl)([P](C1C=CC=CC=1)(C1C=CC=CC=1)C1C=CC=CC=1)[P](C1C=CC=CC=1)(C1C=CC=CC=1)C1C=CC=CC=1.[Cu]I.CN(C=O)C. The product is [Cl:12][C:13]1[CH:14]=[CH:15][C:16]([CH:19]([OH:22])[C:20]#[C:21][C:2]2[C:3]3[C:10]([CH3:11])=[CH:9][S:8][C:4]=3[N:5]=[CH:6][N:7]=2)=[CH:17][CH:18]=1. The yield is 0.670. (5) The catalyst is C(Cl)Cl.CC([O-])=O.CC([O-])=O.[Cu+2]. The reactants are [OH:1][C:2]1[CH:7]=[CH:6][C:5]([CH2:8][CH2:9][CH:10]([CH2:15][CH2:16][CH2:17][C:18]2[CH:23]=[CH:22][CH:21]=[CH:20][CH:19]=2)[C:11]([O:13][CH3:14])=[O:12])=[CH:4][CH:3]=1.N1C=CC=CC=1.[F:30][C:31]1[CH:36]=[CH:35][C:34](B(O)O)=[CH:33][CH:32]=1.O. The product is [F:30][C:31]1[CH:36]=[CH:35][C:34]([O:1][C:2]2[CH:3]=[CH:4][C:5]([CH2:8][CH2:9][CH:10]([CH2:15][CH2:16][CH2:17][C:18]3[CH:19]=[CH:20][CH:21]=[CH:22][CH:23]=3)[C:11]([O:13][CH3:14])=[O:12])=[CH:6][CH:7]=2)=[CH:33][CH:32]=1. The yield is 0.940. (6) The reactants are Cl[C:2]([O:4][CH3:5])=[O:3].[NH:6]1[CH2:9][CH:8]([NH:10][C:11](=[O:36])[C:12]2[CH:17]=[CH:16][C:15]([S:18]([N:21]3[C:29]4[C:24](=[CH:25][CH:26]=[CH:27][CH:28]=4)[C:23]([C:30]4[CH:35]=[CH:34][CH:33]=[CH:32][CH:31]=4)=[CH:22]3)(=[O:20])=[O:19])=[CH:14][CH:13]=2)[CH2:7]1.C(N(CC)CC)C. The catalyst is C(Cl)Cl. The product is [CH3:5][O:4][C:2]([N:6]1[CH2:9][CH:8]([NH:10][C:11](=[O:36])[C:12]2[CH:17]=[CH:16][C:15]([S:18]([N:21]3[C:29]4[C:24](=[CH:25][CH:26]=[CH:27][CH:28]=4)[C:23]([C:30]4[CH:31]=[CH:32][CH:33]=[CH:34][CH:35]=4)=[CH:22]3)(=[O:19])=[O:20])=[CH:14][CH:13]=2)[CH2:7]1)=[O:3]. The yield is 0.690. (7) The reactants are Cl.[NH2:2][C@H:3]([CH2:22][C:23]1[CH:28]=[CH:27][C:26]([O:29][CH3:30])=[CH:25][CH:24]=1)[C:4]([N:6]1[CH2:9][C:8]([O:17][CH2:18][CH2:19][CH2:20][CH3:21])([C:10]2[CH:15]=[CH:14][CH:13]=[CH:12][C:11]=2[CH3:16])[CH2:7]1)=[O:5].[NH:31]1[CH:35]=[C:34]([CH2:36][CH2:37][C:38](O)=[O:39])[N:33]=[N:32]1.CN(C(ON1N=NC2C=CC=CC1=2)=[N+](C)C)C.[B-](F)(F)(F)F.C(N(CC)CC)C. The catalyst is CN(C)C=O.O. The product is [CH2:18]([O:17][C:8]1([C:10]2[CH:15]=[CH:14][CH:13]=[CH:12][C:11]=2[CH3:16])[CH2:7][N:6]([C:4](=[O:5])[C@H:3]([NH:2][C:38](=[O:39])[CH2:37][CH2:36][C:34]2[N:33]=[N:32][NH:31][CH:35]=2)[CH2:22][C:23]2[CH:24]=[CH:25][C:26]([O:29][CH3:30])=[CH:27][CH:28]=2)[CH2:9]1)[CH2:19][CH2:20][CH3:21]. The yield is 0.450. (8) The reactants are [NH2:1][C:2]1[N:7]=[CH:6][N:5]=[C:4]2[N:8]([CH2:25][C@H:26]3[CH2:30][CH2:29][CH2:28][N:27]3[C:31](=[O:35])[CH2:32][C:33]#[N:34])[N:9]=[C:10]([C:11]3[CH:16]=[CH:15][C:14]([O:17][C:18]4[CH:23]=[CH:22][CH:21]=[CH:20][CH:19]=4)=[CH:13][C:12]=3[F:24])[C:3]=12.N1[CH2:41][CH2:40][CH2:39][CH2:38]C1.C1(C=O)CC1. The catalyst is CO. The product is [NH2:1][C:2]1[N:7]=[CH:6][N:5]=[C:4]2[N:8]([CH2:25][C@H:26]3[CH2:30][CH2:29][CH2:28][N:27]3[C:31]([C:32](=[CH:38][CH:39]3[CH2:41][CH2:40]3)[C:33]#[N:34])=[O:35])[N:9]=[C:10]([C:11]3[CH:16]=[CH:15][C:14]([O:17][C:18]4[CH:19]=[CH:20][CH:21]=[CH:22][CH:23]=4)=[CH:13][C:12]=3[F:24])[C:3]=12. The yield is 0.330. (9) The reactants are Cl[C:2]1[CH:7]=[C:6]([C:8]([F:11])([F:10])[F:9])[CH:5]=[C:4]([Cl:12])[N:3]=1.[CH3:13][Mg]Cl. The catalyst is O1CCCC1. The product is [Cl:12][C:4]1[CH:5]=[C:6]([C:8]([F:11])([F:10])[F:9])[CH:7]=[C:2]([CH3:13])[N:3]=1. The yield is 0.610.